From a dataset of Reaction yield outcomes from USPTO patents with 853,638 reactions. Predict the reaction yield, written as a fraction of the theoretical maximum amount of product (1.0 means a 100% yield; for example, 0.34 means a 34% yield). (1) The reactants are C1C=CC2N(O)N=NC=2C=1.CCN(C(C)C)C(C)C.[C:20]1([C:33]2[CH:38]=[CH:37][CH:36]=[CH:35][CH:34]=2)[CH:25]=[CH:24][C:23]([NH:26][C:27](=[O:32])[CH2:28][C:29]([OH:31])=O)=[CH:22][CH:21]=1.CCN=C=NCCCN(C)C.Cl.Cl.[F:52][C:53]([F:70])([F:69])[C:54]1[CH:59]=[CH:58][C:57]([F:60])=[CH:56][C:55]=1[C:61]([N:63]1[CH2:68][CH2:67][NH:66][CH2:65][CH2:64]1)=[O:62]. The catalyst is CN(C=O)C.O. The product is [C:20]1([C:33]2[CH:38]=[CH:37][CH:36]=[CH:35][CH:34]=2)[CH:21]=[CH:22][C:23]([NH:26][C:27](=[O:32])[CH2:28][C:29]([N:66]2[CH2:67][CH2:68][N:63]([C:61](=[O:62])[C:55]3[CH:56]=[C:57]([F:60])[CH:58]=[CH:59][C:54]=3[C:53]([F:70])([F:69])[F:52])[CH2:64][CH2:65]2)=[O:31])=[CH:24][CH:25]=1. The yield is 0.380. (2) The reactants are Br[C:2]1[N:3]=[CH:4][C:5]([NH2:8])=[N:6][CH:7]=1.[NH:9]1[CH2:13][CH2:12][CH2:11][CH2:10]1. The catalyst is C(OCC)(=O)C. The product is [N:9]1([C:2]2[N:3]=[CH:4][C:5]([NH2:8])=[N:6][CH:7]=2)[CH2:13][CH2:12][CH2:11][CH2:10]1. The yield is 0.437. (3) The reactants are [CH2:1]([S:5](Cl)(=[O:7])=[O:6])[CH2:2][CH2:3][CH3:4].[C:9]1([O:19][CH3:20])[C:10](=[CH:12][CH:13]=[C:14]([CH:18]=1)[CH2:15][CH:16]=[CH2:17])[OH:11].C(N(CC)CC)C.O. The catalyst is ClCCl. The product is [CH2:1]([S:5]([O:11][C:10]1[CH:12]=[CH:13][C:14]([CH2:15][CH:16]=[CH2:17])=[CH:18][C:9]=1[O:19][CH3:20])(=[O:7])=[O:6])[CH2:2][CH2:3][CH3:4]. The yield is 0.740. (4) The reactants are [F:1][C:2]1[CH:7]=[CH:6][C:5]([N:8]2[C:12](=[O:13])[C:11]([C:14]([O:16][CH2:17][C:18]3[CH:23]=[CH:22][CH:21]=[CH:20][CH:19]=3)=[O:15])=[C:10]([CH3:24])[NH:9]2)=[CH:4][CH:3]=1.F[C:26](F)(F)S(OC)(=O)=O. The catalyst is ClCCl. The product is [CH2:17]([O:16][C:14]([C:11]1[C:12](=[O:13])[N:8]([C:5]2[CH:4]=[CH:3][C:2]([F:1])=[CH:7][CH:6]=2)[N:9]([CH3:26])[C:10]=1[CH3:24])=[O:15])[C:18]1[CH:19]=[CH:20][CH:21]=[CH:22][CH:23]=1. The yield is 0.320. (5) The reactants are FC(F)(F)C1C=C(NC(=O)NC2C=CC(C3SC(CCC(OC)=O)=NC=3)=CC=2)C=CC=1.[NH2:32][C:33]1[CH:38]=[CH:37][C:36]([C:39]2[N:40]=[C:41]([CH:44]3[CH2:49][CH2:48][N:47]([CH2:50][C:51]([O:53][CH2:54][CH3:55])=[O:52])[CH2:46][CH2:45]3)[S:42][CH:43]=2)=[CH:35][CH:34]=1.[F:56][C:57]1[CH:62]=[CH:61][CH:60]=[CH:59][C:58]=1[N:63]=[C:64]=[O:65]. No catalyst specified. The product is [F:56][C:57]1[CH:62]=[CH:61][CH:60]=[CH:59][C:58]=1[NH:63][C:64](=[O:65])[NH:32][C:33]1[CH:38]=[CH:37][C:36]([C:39]2[N:40]=[C:41]([CH:44]3[CH2:49][CH2:48][N:47]([CH2:50][C:51]([O:53][CH2:54][CH3:55])=[O:52])[CH2:46][CH2:45]3)[S:42][CH:43]=2)=[CH:35][CH:34]=1. The yield is 0.860. (6) The reactants are [F-].C([N+](CCCC)(CCCC)CCCC)CCC.C([SiH2][O:24][C:25](C)(C)[C:26]1[CH:31]=[CH:30][C:29]([CH:32]([O:42][CH:43]2[CH2:48][CH2:47][CH2:46][CH2:45][O:44]2)[C:33]2[CH:34]=[CH:35][C:36]([F:41])=[C:37]([CH:40]=2)[C:38]#[N:39])=[CH:28][CH:27]=1)(C)(C)C. The catalyst is ClCCl. The product is [F:41][C:36]1[CH:35]=[CH:34][C:33]([CH:32]([C:29]2[CH:28]=[CH:27][C:26]([CH2:25][OH:24])=[CH:31][CH:30]=2)[O:42][CH:43]2[CH2:48][CH2:47][CH2:46][CH2:45][O:44]2)=[CH:40][C:37]=1[C:38]#[N:39]. The yield is 0.990. (7) The reactants are C(=O)([O-])[O-].[K+].[K+].F[C:8]1[CH:13]=[CH:12][C:11]([F:14])=[CH:10][C:9]=1[N+:15]([O-:17])=[O:16].[OH:18][C:19]1[CH:23]=[C:22]([CH3:24])[NH:21][N:20]=1.Cl. The catalyst is CN(C=O)C. The product is [F:14][C:11]1[CH:12]=[CH:13][C:8]([O:18][C:19]2[CH:23]=[C:22]([CH3:24])[NH:21][N:20]=2)=[C:9]([N+:15]([O-:17])=[O:16])[CH:10]=1. The yield is 0.488.